This data is from Catalyst prediction with 721,799 reactions and 888 catalyst types from USPTO. The task is: Predict which catalyst facilitates the given reaction. (1) Product: [N:23]1[CH:28]=[CH:27][CH:26]=[CH:25][C:24]=1[N:29]1[CH2:30][CH2:31][N:32]([C:1]([C:4]2[CH:5]=[C:6]([CH:20]=[CH:21][CH:22]=2)[CH2:7][N:8]2[C:17]3[C:12](=[CH:13][CH:14]=[CH:15][CH:16]=3)[C:11](=[O:18])[NH:10][C:9]2=[O:19])=[O:2])[CH2:33][CH2:34]1. Reactant: [C:1]([C:4]1[CH:5]=[C:6]([CH:20]=[CH:21][CH:22]=1)[CH2:7][N:8]1[C:17]2[C:12](=[CH:13][CH:14]=[CH:15][CH:16]=2)[C:11](=[O:18])[NH:10][C:9]1=[O:19])(O)=[O:2].[N:23]1[CH:28]=[CH:27][CH:26]=[CH:25][C:24]=1[N:29]1[CH2:34][CH2:33][NH:32][CH2:31][CH2:30]1.F[P-](F)(F)(F)(F)F.N1(OC(N(C)C)=[N+](C)C)C2N=CC=CC=2N=N1.C(N(CC)C(C)C)(C)C. The catalyst class is: 136. (2) Reactant: CO[C:3]([CH:5]1[CH2:10][CH2:9][C:8]([CH3:12])([CH3:11])[CH2:7][C:6]1=O)=O.C(O)(=O)C.[CH:18]([NH2:20])=[NH:19].[O-]CC.[Na+].P(Cl)(Cl)(Cl)=O.[CH3:30][N:31]1[CH2:36][CH2:35][NH:34][CH2:33][CH2:32]1. The catalyst class is: 142. Product: [CH3:11][C:8]1([CH3:12])[CH2:7][C:6]2[N:20]=[CH:18][N:19]=[C:3]([N:34]3[CH2:35][CH2:36][N:31]([CH3:30])[CH2:32][CH2:33]3)[C:5]=2[CH2:10][CH2:9]1. (3) Reactant: [CH2:1]=P(C1C=CC=CC=1)(C1C=CC=CC=1)C1C=CC=CC=1.[CH3:21][O:22][C:23](=[O:50])[CH2:24][C:25]1[CH:30]=[CH:29][C:28]([C:31]#[C:32][C:33]2[CH:38]=[C:37]([C:39]([CH3:42])([CH3:41])[CH3:40])[C:36]([O:43][CH:44]([CH3:46])[CH3:45])=[C:35]([CH:47]=O)[C:34]=2[CH3:49])=[CH:27][CH:26]=1. Product: [CH3:21][O:22][C:23](=[O:50])[CH2:24][C:25]1[CH:30]=[CH:29][C:28]([C:31]#[C:32][C:33]2[CH:38]=[C:37]([C:39]([CH3:42])([CH3:41])[CH3:40])[C:36]([O:43][CH:44]([CH3:45])[CH3:46])=[C:35]([CH:47]=[CH2:1])[C:34]=2[CH3:49])=[CH:27][CH:26]=1. The catalyst class is: 7. (4) The catalyst class is: 9. Reactant: [H-].[Na+].[CH3:3][S:4]([C:7]1[CH:12]=[CH:11][C:10]([OH:13])=[CH:9][CH:8]=1)(=[O:6])=[O:5].[CH:14]([O:17][C:18]([N:20]1[CH2:25][CH2:24][CH:23]([N:26]2[C:30]3=[N:31][CH:32]=[N:33][C:34](Cl)=[C:29]3[C:28]([CH3:36])=[N:27]2)[CH2:22][CH2:21]1)=[O:19])([CH3:16])[CH3:15].[Cl-].[NH4+]. Product: [CH:14]([O:17][C:18]([N:20]1[CH2:25][CH2:24][CH:23]([N:26]2[C:30]3=[N:31][CH:32]=[N:33][C:34]([O:13][C:10]4[CH:11]=[CH:12][C:7]([S:4]([CH3:3])(=[O:5])=[O:6])=[CH:8][CH:9]=4)=[C:29]3[C:28]([CH3:36])=[N:27]2)[CH2:22][CH2:21]1)=[O:19])([CH3:16])[CH3:15]. (5) Reactant: [C:1]([NH:4][C:5]1[S:6][C:7]2[CH2:13][C@H:12](C(O)=O)[CH2:11][CH2:10][C:8]=2[N:9]=1)(=[O:3])[CH3:2].C([N:19]([CH2:22]C)CC)C.C1(P(N=[N+]=[N-])(C2C=CC=CC=2)=[O:31])C=CC=CC=1.[ClH:41].CN(C)[CH:44]=[O:45]. Product: [ClH:41].[CH3:44][O:45][C:22](=[O:31])[NH:19][C@@H:12]1[CH2:11][CH2:10][C:8]2[N:9]=[C:5]([NH:4][C:1](=[O:3])[CH3:2])[S:6][C:7]=2[CH2:13]1. The catalyst class is: 5. (6) Product: [NH2:16][C:8]1[CH:9]=[C:10]([Cl:15])[C:11]([O:13][CH3:14])=[CH:12][C:7]=1/[CH:6]=[CH:5]/[C:4]([OH:17])=[O:3]. Reactant: C([O:3][C:4](=[O:17])/[CH:5]=[CH:6]/[C:7]1[CH:12]=[C:11]([O:13][CH3:14])[C:10]([Cl:15])=[CH:9][C:8]=1[NH2:16])C.[OH-].[Na+].Cl. The catalyst class is: 14. (7) Reactant: CCN(CC)CC.[NH2:8][C@@H:9]([CH2:15][C:16]1[CH:21]=[CH:20][CH:19]=[CH:18][CH:17]=1)[C@H:10]([OH:14])[C:11]([OH:13])=[O:12].Cl.Cl[C:24]([C:26]1[C:27]([CH3:36])=[C:28]([O:32][C:33](=[O:35])[CH3:34])[CH:29]=[CH:30][CH:31]=1)=[O:25].[Na+].[Cl-]. Product: [C:33]([O:32][C:28]1[C:27]([CH3:36])=[C:26]([CH:31]=[CH:30][CH:29]=1)[C:24]([NH:8][C@@H:9]([CH2:15][C:16]1[CH:21]=[CH:20][CH:19]=[CH:18][CH:17]=1)[C@H:10]([OH:14])[C:11]([OH:13])=[O:12])=[O:25])(=[O:35])[CH3:34]. The catalyst class is: 30. (8) Reactant: C([O:5][C:6](=[O:34])[CH2:7][CH2:8][C:9]1[C:14]([CH3:15])=[CH:13][C:12]([C:16]2[N:20]=[C:19]([C:21]3[CH:26]=[C:25]([CH3:27])[N:24]=[C:23]([N:28]([CH2:30][CH3:31])[CH3:29])[CH:22]=3)[O:18][N:17]=2)=[CH:11][C:10]=1[CH2:32][CH3:33])(C)(C)C. Product: [CH2:32]([C:10]1[CH:11]=[C:12]([C:16]2[N:20]=[C:19]([C:21]3[CH:26]=[C:25]([CH3:27])[N:24]=[C:23]([N:28]([CH2:30][CH3:31])[CH3:29])[CH:22]=3)[O:18][N:17]=2)[CH:13]=[C:14]([CH3:15])[C:9]=1[CH2:8][CH2:7][C:6]([OH:34])=[O:5])[CH3:33]. The catalyst class is: 33. (9) Reactant: S(=O)(=O)(O)O.[F:6][C:7]1[CH:8]=[C:9]([CH:13]=[CH:14][C:15]=1[CH3:16])[C:10]([OH:12])=[O:11].[C:17](=O)([O-])[O-].[Na+].[Na+]. Product: [F:6][C:7]1[CH:8]=[C:9]([CH:13]=[CH:14][C:15]=1[CH3:16])[C:10]([O:12][CH3:17])=[O:11]. The catalyst class is: 5. (10) The catalyst class is: 8. Product: [I:1][C:2]1[N:3]=[C:4]([CH2:15][OH:16])[N:5]([CH2:7][O:8][CH2:9][CH2:10][Si:11]([CH3:12])([CH3:13])[CH3:14])[CH:6]=1. Reactant: [I:1][C:2]1[N:3]=[C:4]([CH:15]=[O:16])[N:5]([CH2:7][O:8][CH2:9][CH2:10][Si:11]([CH3:14])([CH3:13])[CH3:12])[CH:6]=1.[BH4-].[Na+].O.